This data is from Reaction yield outcomes from USPTO patents with 853,638 reactions. The task is: Predict the reaction yield, written as a fraction of the theoretical maximum amount of product (1.0 means a 100% yield; for example, 0.34 means a 34% yield). (1) The reactants are [Cl:1][C:2]1[CH:7]=[CH:6][CH:5]=[CH:4][C:3]=1[C:8]1[N:9]([C:18]2[CH:23]=[CH:22][C:21]([Cl:24])=[CH:20][CH:19]=2)[CH:10]=[C:11]([C:13](OCC)=[O:14])[N:12]=1.CC(C[AlH]CC(C)C)C. The catalyst is C1(C)C=CC=CC=1. The product is [Cl:1][C:2]1[CH:7]=[CH:6][CH:5]=[CH:4][C:3]=1[C:8]1[N:9]([C:18]2[CH:19]=[CH:20][C:21]([Cl:24])=[CH:22][CH:23]=2)[CH:10]=[C:11]([CH:13]=[O:14])[N:12]=1. The yield is 0.380. (2) The reactants are S(O)(O)(=O)=O.[CH2:6]([O:8][C:9]([C@@:11]1([NH2:16])[CH2:13][C@H:12]1[CH:14]=[CH2:15])=[O:10])[CH3:7].[NH2:16][C@:11]1([C:9]([O:8][CH2:6][CH3:7])=[O:10])[CH2:13][C@H:12]1[CH:14]=[CH2:15].[OH-].[Na+].[Cl:30][C:31]1[CH:39]=[CH:38][C:34]([C:35]([OH:37])=[O:36])=[CH:33][CH:32]=1. The catalyst is O. The product is [Cl:30][C:31]1[CH:39]=[CH:38][C:34]([C:35]([OH:37])=[O:36])=[CH:33][CH:32]=1.[CH2:6]([O:8][C:9]([C@@:11]1([NH2:16])[CH2:13][C@H:12]1[CH:14]=[CH2:15])=[O:10])[CH3:7]. The yield is 0.720. (3) The reactants are [CH:1]([C:4]1[N:5]=[C:6]([C:9]2[CH:18]=[C:17]([O:19][CH:20]3[CH2:38][CH:37]4[N:22]([C:23](=[O:52])[N:24]([CH2:43][C:44]5[CH:49]=[CH:48][C:47]([O:50][CH3:51])=[CH:46][CH:45]=5)[CH2:25][CH2:26][CH2:27][CH2:28][CH2:29][CH:30]=[CH:31][CH:32]5[C:34]([C:40]([OH:42])=O)([NH:35][C:36]4=[O:39])[CH2:33]5)[CH2:21]3)[C:16]3[C:11](=[C:12]([CH3:55])[C:13]([O:53][CH3:54])=[CH:14][CH:15]=3)[N:10]=2)[S:7][CH:8]=1)([CH3:3])[CH3:2].C(Cl)CCl.O1CCNC1=O.C1(C[S:70]([NH2:73])(=[O:72])=[O:71])CC1.[CH2:74]1[CH2:84][CH2:83]N2C(=NCCC2)C[CH2:75]1. The catalyst is ClCCl. The product is [CH:1]([C:4]1[N:5]=[C:6]([C:9]2[CH:18]=[C:17]([O:19][CH:20]3[CH2:38][CH:37]4[N:22]([C:23](=[O:52])[N:24]([CH2:43][C:44]5[CH:49]=[CH:48][C:47]([O:50][CH3:51])=[CH:46][CH:45]=5)[CH2:25][CH2:26][CH2:27][CH2:28][CH2:29][CH:30]=[CH:31][CH:32]5[C:34]([C:40]([NH:73][S:70]([C:74]6([CH3:75])[CH2:83][CH2:84]6)(=[O:72])=[O:71])=[O:42])([NH:35][C:36]4=[O:39])[CH2:33]5)[CH2:21]3)[C:16]3[C:11](=[C:12]([CH3:55])[C:13]([O:53][CH3:54])=[CH:14][CH:15]=3)[N:10]=2)[S:7][CH:8]=1)([CH3:2])[CH3:3]. The yield is 0.440.